From a dataset of Retrosynthesis with 50K atom-mapped reactions and 10 reaction types from USPTO. Predict the reactants needed to synthesize the given product. Given the product COC(=O)CN1CCc2cc(OC)c(OC)cc2C1, predict the reactants needed to synthesize it. The reactants are: COC(=O)CBr.COc1cc2c(cc1OC)CNCC2.